Task: Predict the reactants needed to synthesize the given product.. Dataset: Full USPTO retrosynthesis dataset with 1.9M reactions from patents (1976-2016) (1) Given the product [Si:5]([O:23][CH2:22][CH2:21][O:20][CH2:19][C:15]1[S:14][CH:18]=[CH:17][N:16]=1)([C:2]([CH3:4])([CH3:3])[CH3:1])([CH3:7])[CH3:6], predict the reactants needed to synthesize it. The reactants are: [CH3:1][C:2]([Si:5](Cl)([CH3:7])[CH3:6])([CH3:4])[CH3:3].N1C=CN=C1.[S:14]1[CH:18]=[CH:17][N:16]=[C:15]1[CH2:19][O:20][CH2:21][CH2:22][OH:23]. (2) The reactants are: C(OC([N:8]1[CH2:11][CH:10]([N:12]([C:14]2[CH:15]=[N:16][CH:17]=[C:18]([N:20]3[C:28](=[O:29])[C:27]4[C:22](=[CH:23][C:24]([Cl:30])=[CH:25][CH:26]=4)[C:21]3([CH3:32])[CH3:31])[CH:19]=2)[CH3:13])[CH2:9]1)=O)(C)(C)C.C(Cl)(=O)C. Given the product [NH:8]1[CH2:9][CH:10]([N:12]([CH3:13])[C:14]2[CH:19]=[C:18]([N:20]3[C:21]([CH3:31])([CH3:32])[C:22]4[C:27](=[CH:26][CH:25]=[C:24]([Cl:30])[CH:23]=4)[C:28]3=[O:29])[CH:17]=[N:16][CH:15]=2)[CH2:11]1, predict the reactants needed to synthesize it. (3) Given the product [C:1]([NH:5][C:6]1[CH:11]=[C:10]([C:12]2[CH:17]=[CH:16][CH:15]=[CH:14][CH:13]=2)[N:9]=[C:8]([NH:18][C:19]2[CH:24]=[CH:23][C:22]([C:25]3([CH3:29])[CH2:28][CH2:27][CH2:26]3)=[CH:21][CH:20]=2)[N:7]=1)([CH3:4])([CH3:2])[CH3:3], predict the reactants needed to synthesize it. The reactants are: [C:1]([NH:5][C:6]1[CH:11]=[C:10]([C:12]2[CH:17]=[CH:16][CH:15]=[CH:14][CH:13]=2)[N:9]=[C:8]([NH:18][C:19]2[CH:24]=[CH:23][C:22]([C:25]3([CH2:29]OS(C)(=O)=O)[CH2:28][CH2:27][CH2:26]3)=[CH:21][CH:20]=2)[N:7]=1)([CH3:4])([CH3:3])[CH3:2].[H-].[Al+3].[Li+].[H-].[H-].[H-].